Dataset: Reaction yield outcomes from USPTO patents with 853,638 reactions. Task: Predict the reaction yield, written as a fraction of the theoretical maximum amount of product (1.0 means a 100% yield; for example, 0.34 means a 34% yield). The reactants are [CH2:1]([Mg]Br)[CH2:2][CH3:3].Cl[C:7]1[N:15]=[C:14]([C:16]([F:19])([F:18])[F:17])[N:13]=[C:12]2[C:8]=1[NH:9][CH:10]=[N:11]2.C1COCC1.O. The catalyst is C(OCC)(=O)C.Cl[Ni]1(Cl)[P](C2C=CC=CC=2)(C2C=CC=CC=2)CCC[P]1(C1C=CC=CC=1)C1C=CC=CC=1. The product is [CH2:1]([C:7]1[N:15]=[C:14]([C:16]([F:19])([F:18])[F:17])[N:13]=[C:12]2[C:8]=1[NH:9][CH:10]=[N:11]2)[CH2:2][CH3:3]. The yield is 0.300.